Binary Classification. Given a miRNA mature sequence and a target amino acid sequence, predict their likelihood of interaction. From a dataset of Experimentally validated miRNA-target interactions with 360,000+ pairs, plus equal number of negative samples. (1) The miRNA is rno-miR-26b-5p with sequence UUCAAGUAAUUCAGGAUAGGU. The protein sequence of the target gene is MALVALVAGARLGRRLSGPGLGRGHWTAARRSRSRREAAEAEAEVPVVQYVGERAARADRVFVWGFSFSGALGVPSFVVPSSGPGPRAGARPRRRIQPVPYRLELDQKISSAACGYGFTLLSSKTADVTKVWGMGLNKDSQLGFHRSRKDKTRGYEYVLEPSPVSLPLDRPQETRVLQVSCGRAHSLVLTDREGVFSMGNNSYGQCGRKVVENEIYSESHRVHRMQDFDGQVVQVACGQDHSLFLTDKGEVYSCGWGADGQTGLGHYNITSSPTKLGGDLAGVNVIQVATYGDCCLAVSA.... Result: 0 (no interaction). (2) The miRNA is mmu-miR-5099 with sequence UUAGAUCGAUGUGGUGCUCC. The protein sequence of the target gene is MLTVGCTLLVALLAAPAVALVLGSCRALEVANGTVTSLPGATVTLICPGKEAAGNVTIHWVYSGSQNREWTTTGNTLVLRDVQLSDTGDYLCSLNDHLVGTVPLLVDVPPEEPKLSCFRKNPLVNAICEWRPSSTPSPTTKAVLFAKKINTTNGKSDFQVPCQYSQQLKSFSCQVEILEGDKVYHIVSLCVANSVGSKSSHNEAFHSLKMVQPDPPANLVVSAIPGRPRWLKVSWQHPETWDPSYYLLQFQLRYRPVWSKEFTVLLLPVAQYQCVIHDALRGVKHVVQVRGKEELDLGQW.... Result: 0 (no interaction). (3) The miRNA is mmu-miR-146a-3p with sequence CCUGUGAAAUUCAGUUCUUCAG. The protein sequence of the target gene is MERLGEKASRLLEKFGRRKGESSRSGSDGTPGPGKGRLSGLGGPRKSGPRGATGGPGDEPLEPAREQGSLDAERNQRGSFEAPRYEGSFPAGPPPTRALPLPQSLPPDFRLEPTAPALSPRSSFASSSASDASKPSSPRGSLLLDGAGAGGAGGSRPCSNRTSGISMGYDQRHGSPLPAGPCLFGPPLAGAPAGYSPGGVPSAYPELHAALDRLYAQRPAGFGCQESRHSYPPALGSPGALAGAGVGAAGPLERRGAQPGRHSVTGYGDCAVGARYQDELTALLRLTVGTGGREAGARGE.... Result: 0 (no interaction). (4) The miRNA is rno-miR-132-3p with sequence UAACAGUCUACAGCCAUGGUCG. The protein sequence of the target gene is MKCLITGGNVKVLGKAVHSLSRIGDELYLEPLKDGLSLRTVNSSRSAYACFLFAPLFFQQYQAASPGQDLLRCKILMKAFLSVFRSLAIVEKSVEKCCISLSGSHSHLVVQLHCKYGVKKTHNLSFQDCESLQAVFDPASCPHLLRTPARVLAEAVLSFPLALTEVTLGIGRGRRVILRSYQEEEADSTSKAMVTETSIGDEDFQQLHAPEGIAVTFCLKEFRGLLSFAESANLPLTIHFDVPGRPVIFTIEDSLLDAHFVLATLLEQDSCSQGPCSPKPHQPVPQKQAHSTPHLDDFTS.... Result: 0 (no interaction). (5) The protein sequence of the target gene is MAAVHDLEMESMNLNMGREMKEELEEEEKMREDGGGKDRAKSKKVHRIVSKWMLPEKSRGTYLERANCFPPPVFIISISLAELAVFIYYAVWKPQKQWITLDTGILESPFIYSPEKREEAWRFISYMLVHAGVQHILGNLCMQLVLGIPLEMVHKGLRVGLVYLAGVIAGSLASSIFDPLRYLVGASGGVYALMGGYFMNVLVNFQEMIPAFGIFRLLIIILIIVLDMGFALYRRFFVPEDGSPVSFAAHIAGGFAGMSIGYTVFSCFDKALLKDPRFWIAIAAYLACVLFAVFFNIFLS.... The miRNA is hsa-miR-662 with sequence UCCCACGUUGUGGCCCAGCAG. Result: 0 (no interaction). (6) The miRNA is hsa-miR-181a-5p with sequence AACAUUCAACGCUGUCGGUGAGU. The protein sequence of the target gene is MELRSGSVGSQAVARRMDGDSRDGGGGKDATGSEDYENLPTSASVSTHMTAGAMAGILEHSVMYPVDSVKTRMQSLSPDPKAQYTSIYGALKKIMRTEGFWRPLRGVNVMIMGAGPAHAMYFACYENMKRTLNDVFHHQGNSHLANGIAGSMATLLHDAVMNPAEVVKQRLQMYNSQHRSAISCIRTVWRTEGLGAFYRSYTTQLTMNIPFQSIHFITYEFLQEQVNPHRTYNPQSHIISGGLAGALAAAATTPLDVCKTLLNTQENVALSLANISGRLSGMANAFRTVYQLNGLAGYFK.... Result: 1 (interaction).